Dataset: Catalyst prediction with 721,799 reactions and 888 catalyst types from USPTO. Task: Predict which catalyst facilitates the given reaction. (1) Reactant: [NH2:1][C:2]1[N:7]=[C:6]([NH:8][C:9]([C:11]([CH3:14])([CH3:13])[CH3:12])=[O:10])[C:5]([O:15][CH3:16])=[CH:4][CH:3]=1.[Cl:17][C:18]1[N:23]=[C:22](Cl)[C:21]([F:25])=[CH:20][N:19]=1.O. Product: [C:11]([C:9]([NH:8][C:6]1[C:5]([O:15][CH3:16])=[CH:4][CH:3]=[C:2]([NH:1][C:20]2[C:21]([F:25])=[CH:22][N:23]=[C:18]([Cl:17])[N:19]=2)[N:7]=1)=[O:10])([CH3:13])([CH3:12])[CH3:14]. The catalyst class is: 5. (2) Reactant: Br.[C:2]([C:6]1[CH:11]=[CH:10][C:9](/[C:12](/[C:20]2[CH:25]=[CH:24][CH:23]=[C:22]([O:26]C)[N:21]=2)=[CH:13]\[C@@H:14]2[NH:18][C:17](=[O:19])[CH2:16][CH2:15]2)=[CH:8][CH:7]=1)([CH3:5])([CH3:4])[CH3:3].O. Product: [C:2]([C:6]1[CH:7]=[CH:8][C:9](/[C:12](/[C:20]2[NH:21][C:22](=[O:26])[CH:23]=[CH:24][CH:25]=2)=[CH:13]\[C@H:14]2[CH2:15][CH2:16][C:17](=[O:19])[NH:18]2)=[CH:10][CH:11]=1)([CH3:5])([CH3:3])[CH3:4]. The catalyst class is: 12. (3) Reactant: [CH3:1][O:2][C:3]1[CH:48]=[CH:47][C:6]([CH2:7][N:8]([CH2:38][C:39]2[CH:44]=[CH:43][C:42]([O:45][CH3:46])=[CH:41][CH:40]=2)[C:9]2[C:13]3[CH:14]=[N:15][C:16]([NH2:18])=[CH:17][C:12]=3[N:11]([C:19]([C:32]3[CH:37]=[CH:36][CH:35]=[CH:34][CH:33]=3)([C:26]3[CH:31]=[CH:30][CH:29]=[CH:28][CH:27]=3)[C:20]3[CH:25]=[CH:24][CH:23]=[CH:22][CH:21]=3)[N:10]=2)=[CH:5][CH:4]=1.C1N=CN([C:54](N2C=NC=C2)=[O:55])C=1.N1C=CN=C1.CCN(C(C)C)C(C)C.[CH3:75][O:76][C:77](=[O:86])[C@@H:78]([NH2:85])[C:79]1[CH:84]=[CH:83][CH:82]=[CH:81][CH:80]=1. Product: [CH3:1][O:2][C:3]1[CH:4]=[CH:5][C:6]([CH2:7][N:8]([CH2:38][C:39]2[CH:40]=[CH:41][C:42]([O:45][CH3:46])=[CH:43][CH:44]=2)[C:9]2[C:13]3[CH:14]=[N:15][C:16]([NH:18][C:54](=[O:55])[NH:85][C@@H:78]([C:79]4[CH:80]=[CH:81][CH:82]=[CH:83][CH:84]=4)[C:77]([O:76][CH3:75])=[O:86])=[CH:17][C:12]=3[N:11]([C:19]([C:20]3[CH:25]=[CH:24][CH:23]=[CH:22][CH:21]=3)([C:26]3[CH:31]=[CH:30][CH:29]=[CH:28][CH:27]=3)[C:32]3[CH:37]=[CH:36][CH:35]=[CH:34][CH:33]=3)[N:10]=2)=[CH:47][CH:48]=1. The catalyst class is: 12. (4) Reactant: [N:1]1([C:11]([O:13][C:14]([CH3:17])([CH3:16])[CH3:15])=[O:12])[CH2:6][CH2:5][CH:4]([C:7]([O:9][CH3:10])=[O:8])[CH2:3][CH2:2]1.[Cl:18][C:19]1[C:24](Cl)=[N:23][CH:22]=[CH:21][N:20]=1.[Li+].C[Si]([N-][Si](C)(C)C)(C)C.O. Product: [Cl:18][C:19]1[C:24]([C:4]2([C:7]([O:9][CH3:10])=[O:8])[CH2:3][CH2:2][N:1]([C:11]([O:13][C:14]([CH3:17])([CH3:16])[CH3:15])=[O:12])[CH2:6][CH2:5]2)=[N:23][CH:22]=[CH:21][N:20]=1. The catalyst class is: 1.